From a dataset of Catalyst prediction with 721,799 reactions and 888 catalyst types from USPTO. Predict which catalyst facilitates the given reaction. (1) Reactant: N1[C:9]2[C:4](=[CH:5][CH:6]=[CH:7][CH:8]=2)[C:3](CO)=C1.C(N(CC)CC)C.[C:19](Cl)(=[O:26])C1C=CC=CC=1.[OH2:28]. Product: [C:3]([O:26][CH3:19])(=[O:28])[C:4]1[CH:5]=[CH:6][CH:7]=[CH:8][CH:9]=1. The catalyst class is: 142. (2) Reactant: C(N1C=CN=C1)(N1C=CN=C1)=O.C(OC([NH:20][CH2:21][C:22](O)=[O:23])=O)(C)(C)C.[NH2:25][CH2:26][CH:27]([C:29]1[CH:34]=[C:33]([O:35][CH3:36])[CH:32]=[CH:31][C:30]=1[O:37][CH3:38])[OH:28].[ClH:39]. Product: [CH3:36][O:35][C:33]1[CH:32]=[CH:31][C:30]([O:37][CH3:38])=[C:29]([CH:27]([OH:28])[CH2:26][NH:25][C:22]([CH2:21][NH2:20])=[O:23])[CH:34]=1.[ClH:39]. The catalyst class is: 13. (3) Reactant: I[C:2]1[O:11][C:5]2[N:6]=[CH:7][NH:8][C:9](=[O:10])[C:4]=2[C:3]=1[C:12]1[CH:17]=[CH:16][CH:15]=[CH:14][CH:13]=1.CC1(C)C(C)(C)OB([C:26]2[CH:39]=[CH:38][C:29]([O:30][CH2:31][CH2:32][N:33]3[CH2:37][CH2:36][CH2:35][CH2:34]3)=[CH:28][CH:27]=2)O1.C([O-])([O-])=O.[K+].[K+]. Product: [C:12]1([C:3]2[C:4]3[C:9](=[O:10])[NH:8][CH:7]=[N:6][C:5]=3[O:11][C:2]=2[C:26]2[CH:27]=[CH:28][C:29]([O:30][CH2:31][CH2:32][N:33]3[CH2:34][CH2:35][CH2:36][CH2:37]3)=[CH:38][CH:39]=2)[CH:17]=[CH:16][CH:15]=[CH:14][CH:13]=1. The catalyst class is: 140. (4) The catalyst class is: 2. Reactant: C1(P(C2C=CC=CC=2)C2C=CC=CC=2)C=CC=CC=1.[C:20]([Br:24])(Br)(Br)Br.[C:25]([O:29][C:30]([N:32]1[CH2:37][CH2:36][CH:35](CO)[CH2:34][CH2:33]1)=[O:31])([CH3:28])([CH3:27])[CH3:26].OCC1CCN(C(O)=O)CC1.C(=O)(O)[O-].[Na+]. Product: [C:25]([O:29][C:30]([N:32]1[CH2:37][CH2:36][CH:35]([CH2:20][Br:24])[CH2:34][CH2:33]1)=[O:31])([CH3:28])([CH3:26])[CH3:27]. (5) Reactant: C(OC(N1CCC(O)C(F)C1)=O)(C)(C)C.[CH:16]12[O:23][CH:20]([CH2:21][CH2:22]1)[CH2:19][N:18]([C:24]1[CH:29]=[CH:28][C:27]([NH:30][C:31]3[N:36]=[CH:35][N:34]=[C:33]([C:37]4[CH:57]=[CH:56][C:40]([O:41][C@H:42]5[CH2:47][CH2:46][N:45]([C:48]([O:50][C:51]([CH3:54])([CH3:53])[CH3:52])=[O:49])[CH2:44][C@H:43]5[F:55])=[C:39]([C:58]#[N:59])[CH:38]=4)[N:32]=3)=[CH:26][CH:25]=1)[CH2:17]2.[H-].[Na+].C12OC(CC1)CN(C1C=CC(NC3N=CN=C(C4C=CC(F)=C(C=4)C#N)N=3)=CC=1)C2. Product: [CH:16]12[O:23][CH:20]([CH2:21][CH2:22]1)[CH2:19][N:18]([C:24]1[CH:25]=[CH:26][C:27]([NH:30][C:31]3[N:36]=[CH:35][N:34]=[C:33]([C:37]4[CH:57]=[CH:56][C:40]([O:41][C@H:42]5[CH2:47][CH2:46][N:45]([C:48]([O:50][C:51]([CH3:54])([CH3:52])[CH3:53])=[O:49])[CH2:44][C@H:43]5[F:55])=[C:39]([C:58]#[N:59])[CH:38]=4)[N:32]=3)=[CH:28][CH:29]=1)[CH2:17]2. The catalyst class is: 3. (6) Product: [CH2:11]([O:18][C:19]([N:21]1[CH2:25][CH:24]([CH:26]=[O:27])[C@H:23]([NH:28][C:29]([O:31][C:32]([CH3:35])([CH3:34])[CH3:33])=[O:30])[CH2:22]1)=[O:20])[C:12]1[CH:13]=[CH:14][CH:15]=[CH:16][CH:17]=1. Reactant: CS(C)=O.C(Cl)(=O)C(Cl)=O.[CH2:11]([O:18][C:19]([N:21]1[CH2:25][C@H:24]([CH2:26][OH:27])[C@H:23]([NH:28][C:29]([O:31][C:32]([CH3:35])([CH3:34])[CH3:33])=[O:30])[CH2:22]1)=[O:20])[C:12]1[CH:17]=[CH:16][CH:15]=[CH:14][CH:13]=1.C(O)(=O)CC(CC(O)=O)(C(O)=O)O. The catalyst class is: 236. (7) Reactant: [CH3:1][O:2][C:3]1([C:9]2[CH:14]=[CH:13][C:12]([C:15]([F:18])([F:17])[F:16])=[CH:11][C:10]=2[CH2:19]O)[CH2:8][CH2:7][CH2:6][CH2:5][CH2:4]1.[Br:21]N1C(=O)CCC1=O.C1(P(C2C=CC=CC=2)C2C=CC=CC=2)C=CC=CC=1. Product: [Br:21][CH2:19][C:10]1[CH:11]=[C:12]([C:15]([F:18])([F:17])[F:16])[CH:13]=[CH:14][C:9]=1[C:3]1([O:2][CH3:1])[CH2:8][CH2:7][CH2:6][CH2:5][CH2:4]1. The catalyst class is: 2.